This data is from hERG potassium channel inhibition data for cardiac toxicity prediction from Karim et al.. The task is: Regression/Classification. Given a drug SMILES string, predict its toxicity properties. Task type varies by dataset: regression for continuous values (e.g., LD50, hERG inhibition percentage) or binary classification for toxic/non-toxic outcomes (e.g., AMES mutagenicity, cardiotoxicity, hepatotoxicity). Dataset: herg_karim. (1) The compound is CC[C@@H](C)Oc1cc2c(cc1OC)CC(=O)N(c1ccc(N(C)C[C@H]3CC[C@H](N(C)C)CC3)cc1)[C@H]2c1ccc(Cl)cc1. The result is 1 (blocker). (2) The molecule is Cc1nsc(NC(=O)c2cc(Oc3ccc(C(=O)N4CCC4)cc3)cc(O[C@@H](C)CO)c2)n1. The result is 0 (non-blocker). (3) The molecule is COc1c(N2CC[C@@H]([C@H](C)NCCC#N)C2)ccc2c(=O)c(C(=O)O)cn(C3CC3)c12. The result is 0 (non-blocker). (4) The compound is COc1ncc(-c2ccccc2CCNC(=O)c2ccc(OCCC(F)(F)F)nc2)cn1. The result is 0 (non-blocker). (5) The drug is Cc1cc2nc(/C=C/C3CCNC3)n(Cc3ccc(Cl)cc3)c2cc1C. The result is 1 (blocker). (6) The molecule is CN1C(=O)c2ccccc2CC1CN1CCC2(CCc3ccccc32)CC1. The result is 1 (blocker).